From a dataset of NCI-60 drug combinations with 297,098 pairs across 59 cell lines. Regression. Given two drug SMILES strings and cell line genomic features, predict the synergy score measuring deviation from expected non-interaction effect. Synergy scores: CSS=84.4, Synergy_ZIP=15.8, Synergy_Bliss=12.0, Synergy_Loewe=-25.2, Synergy_HSA=11.0. Cell line: HCT116. Drug 2: C(CN)CNCCSP(=O)(O)O. Drug 1: CN(CC1=CN=C2C(=N1)C(=NC(=N2)N)N)C3=CC=C(C=C3)C(=O)NC(CCC(=O)O)C(=O)O.